Task: Predict the product of the given reaction.. Dataset: Forward reaction prediction with 1.9M reactions from USPTO patents (1976-2016) Given the reactants Cl[C:2]1[CH:7]=[C:6]([CH2:8][N:9]2[CH2:13][CH2:12][CH2:11][CH2:10]2)[CH:5]=[CH:4][N:3]=1.[CH:14]1[C:23]2[C:18](=[CH:19][CH:20]=[CH:21][CH:22]=2)[CH:17]=[C:16]([NH2:24])[N:15]=1.C(=O)([O-])[O-].[Cs+].[Cs+].CC1(C)C2C(=C(P(C3C=CC=CC=3)C3C=CC=CC=3)C=CC=2)OC2C(P(C3C=CC=CC=3)C3C=CC=CC=3)=CC=CC1=2, predict the reaction product. The product is: [CH:14]1[C:23]2[C:18](=[CH:19][CH:20]=[CH:21][CH:22]=2)[CH:17]=[C:16]([NH:24][C:2]2[CH:7]=[C:6]([CH2:8][N:9]3[CH2:13][CH2:12][CH2:11][CH2:10]3)[CH:5]=[CH:4][N:3]=2)[N:15]=1.